Predict the product of the given reaction. From a dataset of Forward reaction prediction with 1.9M reactions from USPTO patents (1976-2016). (1) Given the reactants [ClH:1].[N+:2]([C:5]1[CH:14]=[CH:13][CH:12]=[C:11]2[C:6]=1[CH2:7][CH2:8][CH2:9][C:10]2=[N:15]O)([O-:4])=[O:3], predict the reaction product. The product is: [ClH:1].[N+:2]([C:5]1[CH:14]=[CH:13][CH:12]=[C:11]2[C:6]=1[CH:7]=[CH:8][CH:9]=[C:10]2[NH2:15])([O-:4])=[O:3]. (2) Given the reactants [C:1](Cl)(=[O:8])[C:2]1[CH:7]=[CH:6][CH:5]=[CH:4][CH:3]=1.[CH3:10][CH:11]([CH2:13][C@H:14]([CH2:19][NH2:20])[CH2:15][C:16]([OH:18])=[O:17])[CH3:12], predict the reaction product. The product is: [C:1]([NH:20][CH2:19][C@@H:14]([CH2:13][CH:11]([CH3:12])[CH3:10])[CH2:15][C:16]([OH:18])=[O:17])(=[O:8])[C:2]1[CH:7]=[CH:6][CH:5]=[CH:4][CH:3]=1. (3) Given the reactants Cl[C:2]1[CH:10]=[CH:9][C:8]2[N:7]([CH:11]=[C:12]([C:14]3[CH:19]=[CH:18][N:17]=[CH:16][CH:15]=3)[CH3:13])[C:6]3[CH2:20][CH2:21][N:22]([CH3:24])[CH2:23][C:5]=3[C:4]=2[CH:3]=1.CC(C)([O-])C.[Na+].[CH:31]1([NH2:34])[CH2:33][CH2:32]1, predict the reaction product. The product is: [CH:31]1([NH:34][C:2]2[CH:10]=[CH:9][C:8]3[N:7](/[CH:11]=[C:12](/[C:14]4[CH:19]=[CH:18][N:17]=[CH:16][CH:15]=4)\[CH3:13])[C:6]4[CH2:20][CH2:21][N:22]([CH3:24])[CH2:23][C:5]=4[C:4]=3[CH:3]=2)[CH2:33][CH2:32]1. (4) The product is: [Br:11][C:12]1[C:16]2[CH2:17][CH:18]3[CH:22]([C:15]=2[S:14][CH:13]=1)[CH2:21][N:20]([CH:23]([C:25]1[CH:30]=[CH:29][CH:28]=[CH:27][CH:26]=1)[CH3:24])[CH2:19]3. Given the reactants C(NB)(C)(C)C.[Al+3].[Cl-].[Cl-].[Cl-].[Br:11][C:12]1[C:16]2[C:17](=O)[CH:18]3[CH:22]([C:15]=2[S:14][CH:13]=1)[CH2:21][N:20]([CH:23]([C:25]1[CH:30]=[CH:29][CH:28]=[CH:27][CH:26]=1)[CH3:24])[CH2:19]3.B.[Al+3].[Cl-].[Cl-].[Cl-], predict the reaction product. (5) Given the reactants [Br:1]C1C2C(=CC(C3SC4C(C5C=CC(Cl)=CC=5)=C([C@H](OC(C)(C)C)C(OCC)=O)C(C)=CC=4N=3)=CC=2)N(C)N=1.N[C:41]1[C:49]2[C:44](=[CH:45][CH:46]=[C:47]([C:50]3[S:51][C:52]4[C:58]([C:59]5[CH:64]=[CH:63][C:62]([Cl:65])=[CH:61][CH:60]=5)=[C:57]([C@H:66]([O:72][C:73]([CH3:76])([CH3:75])[CH3:74])[C:67]([O:69][CH2:70][CH3:71])=[O:68])[C:56]([CH3:77])=[CH:55][C:53]=4[N:54]=3)[CH:48]=2)[N:43]([CH3:78])[N:42]=1, predict the reaction product. The product is: [Br:1][C:41]1[C:49]2[C:44](=[CH:45][CH:46]=[C:47]([C:50]3[S:51][C:52]4[C:58]([C:59]5[CH:64]=[CH:63][C:62]([Cl:65])=[CH:61][CH:60]=5)=[C:57]([C@H:66]([O:72][C:73]([CH3:76])([CH3:75])[CH3:74])[C:67]([O:69][CH2:70][CH3:71])=[O:68])[C:56]([CH3:77])=[CH:55][C:53]=4[N:54]=3)[CH:48]=2)[N:43]([CH3:78])[N:42]=1. (6) Given the reactants [Cl:1][C:2]1[CH:7]=[CH:6][C:5]([C:8]#[C:9][C:10]2[CH:30]=[CH:29][C:13]([CH2:14][NH:15][C:16]3[CH:28]=[CH:27][C:19]4[O:20][C:21]([CH3:26])([CH3:25])[O:22][C:23](=[O:24])[C:18]=4[CH:17]=3)=[CH:12][CH:11]=2)=[CH:4][CH:3]=1.[CH3:31][O:32][C:33]1[CH:41]=[CH:40][C:36]([C:37](Cl)=[O:38])=[CH:35][CH:34]=1, predict the reaction product. The product is: [Cl:1][C:2]1[CH:3]=[CH:4][C:5]([C:8]#[C:9][C:10]2[CH:30]=[CH:29][C:13]([CH2:14][N:15]([C:16]3[CH:28]=[CH:27][C:19]4[O:20][C:21]([CH3:26])([CH3:25])[O:22][C:23](=[O:24])[C:18]=4[CH:17]=3)[C:37](=[O:38])[C:36]3[CH:40]=[CH:41][C:33]([O:32][CH3:31])=[CH:34][CH:35]=3)=[CH:12][CH:11]=2)=[CH:6][CH:7]=1. (7) Given the reactants Br[C:2]1[CH:3]=[C:4]([NH2:12])[C:5]2[CH:6]=[N:7][N:8]([CH3:11])[C:9]=2[CH:10]=1.[CH3:13][C:14]1[CH:19]=[CH:18][C:17]([S:20]([N:23]2[C:27]3=[N:28][CH:29]=[CH:30][C:31](B(O)O)=[C:26]3[CH:25]=[CH:24]2)(=[O:22])=[O:21])=[CH:16][CH:15]=1.P([O-])([O-])([O-])=O.[K+].[K+].[K+].O1CCOCC1, predict the reaction product. The product is: [CH3:11][N:8]1[C:9]2[CH:10]=[C:2]([C:31]3[CH:30]=[CH:29][N:28]=[C:27]4[N:23]([S:20]([C:17]5[CH:18]=[CH:19][C:14]([CH3:13])=[CH:15][CH:16]=5)(=[O:21])=[O:22])[CH:24]=[CH:25][C:26]=34)[CH:3]=[C:4]([NH2:12])[C:5]=2[CH:6]=[N:7]1.